From a dataset of Forward reaction prediction with 1.9M reactions from USPTO patents (1976-2016). Predict the product of the given reaction. The product is: [C:1]([O:5][C:6]([N:8]1[CH2:9][CH2:10][CH:11]([CH:14]2[CH2:18][C:17]3[CH:19]=[C:20]([C:33]4[CH:34]=[CH:35][N:36]=[CH:37][C:38]=4[C:39]#[N:40])[CH:21]=[CH:22][C:16]=3[O:15]2)[CH2:12][CH2:13]1)=[O:7])([CH3:2])([CH3:4])[CH3:3]. Given the reactants [C:1]([O:5][C:6]([N:8]1[CH2:13][CH2:12][CH:11]([CH:14]2[CH2:18][C:17]3[CH:19]=[C:20](B4OC(C)(C)C(C)(C)O4)[CH:21]=[CH:22][C:16]=3[O:15]2)[CH2:10][CH2:9]1)=[O:7])([CH3:4])([CH3:3])[CH3:2].Br[C:33]1[C:38]([C:39]#[N:40])=[CH:37][N:36]=[CH:35][CH:34]=1, predict the reaction product.